Dataset: Peptide-MHC class II binding affinity with 134,281 pairs from IEDB. Task: Regression. Given a peptide amino acid sequence and an MHC pseudo amino acid sequence, predict their binding affinity value. This is MHC class II binding data. (1) The peptide sequence is KRHRKVLRDNIQGITKPAIRRLAR. The MHC is H-2-IAb with pseudo-sequence H-2-IAb. The binding affinity (normalized) is 0.212. (2) The peptide sequence is YLGYVIRDLAAMDGG. The MHC is HLA-DQA10201-DQB10301 with pseudo-sequence HLA-DQA10201-DQB10301. The binding affinity (normalized) is 0.411. (3) The peptide sequence is TNAALRNLCFYSDDS. The MHC is DRB1_0101 with pseudo-sequence DRB1_0101. The binding affinity (normalized) is 0.423. (4) The peptide sequence is TVFGSAFQGLFGGLNKK. The binding affinity (normalized) is 0.454. The MHC is DRB1_1301 with pseudo-sequence DRB1_1301. (5) The peptide sequence is SDVGEFRAVTELG. The MHC is HLA-DQA10501-DQB10201 with pseudo-sequence HLA-DQA10501-DQB10201. The binding affinity (normalized) is 0.417.